From a dataset of Full USPTO retrosynthesis dataset with 1.9M reactions from patents (1976-2016). Predict the reactants needed to synthesize the given product. (1) Given the product [N:1]1[CH:6]=[CH:5][CH:4]=[C:3]([C:7]2[CH2:12][CH:11]([CH2:10][N:13]3[CH2:17][CH2:16][CH2:15][C:14]3=[O:18])[O:9][N:8]=2)[CH:2]=1, predict the reactants needed to synthesize it. The reactants are: [N:1]1[CH:6]=[CH:5][CH:4]=[C:3]([CH:7]=[N:8][OH:9])[CH:2]=1.[CH2:10]([N:13]1[CH2:17][CH2:16][CH2:15][C:14]1=[O:18])[CH:11]=[CH2:12]. (2) Given the product [CH3:15][CH2:16][CH2:17][CH2:18][CH2:19][CH2:20][CH2:26][CH2:3][CH2:4][CH2:5][NH:6][CH2:7][CH:8]=[CH2:10].[CH3:22][N+:21]([CH2:20][CH2:19][CH2:18][CH2:17][CH2:16][CH2:15][NH:6][CH2:5][CH:4]=[CH2:3])([CH3:24])[CH3:23].[CH2:3]=[CH:4][CH2:5][NH2:6].[CH2:7]1[O:9][CH:8]1[CH2:10][Cl:11].[ClH:12].[Cl-:11], predict the reactants needed to synthesize it. The reactants are: [OH-].[Na+].[CH2:3]=[CH:4][CH2:5][NH2:6].[CH2:7]1[O:9][CH:8]1[CH2:10][Cl:11].[ClH:12].[Br-].Br[CH2:15][CH2:16][CH2:17][CH2:18][CH2:19][CH2:20][N+:21]([CH3:24])([CH3:23])[CH3:22].Cl.[CH3:26]O. (3) Given the product [Br:38][C:39]1[CH:44]=[CH:43][C:42]([CH2:45][CH2:46][NH:47][C:17]([C:16]2[CH:15]=[CH:14][C:13]([O:12][C:11]3[CH:10]=[C:9]4[C:4]([CH:5]([C:22]([O:24][CH2:25][CH3:26])=[O:23])[CH2:6][CH2:7][O:8]4)=[CH:3][C:2]=3[Cl:1])=[CH:21][CH:20]=2)=[O:19])=[C:41]([Cl:48])[CH:40]=1, predict the reactants needed to synthesize it. The reactants are: [Cl:1][C:2]1[CH:3]=[C:4]2[C:9](=[CH:10][C:11]=1[O:12][C:13]1[CH:21]=[CH:20][C:16]([C:17]([OH:19])=O)=[CH:15][CH:14]=1)[O:8][CH2:7][CH2:6][CH:5]2[C:22]([O:24][CH2:25][CH3:26])=[O:23].O.ON1C2C=CC=CC=2N=N1.[Br:38][C:39]1[CH:44]=[CH:43][C:42]([CH2:45][CH2:46][NH2:47])=[C:41]([Cl:48])[CH:40]=1.Cl.C(N=C=NCCCN(C)C)C. (4) Given the product [CH3:45][N:43]1[CH:44]=[C:40]([C:37]2[CH:38]=[C:39]3[C:31]([C:9]4[CH:10]=[C:11]([N:15]5[CH2:20][CH2:19][CH2:18][C@@H:17]([NH:21][C:22](=[O:28])[O:23][C:24]([CH3:25])([CH3:26])[CH3:27])[CH2:16]5)[CH:12]=[CH:13][CH:14]=4)=[N:32][N:33]([CH:46]4[CH2:51][CH2:50][CH2:49][CH2:48][O:47]4)[C:34]3=[CH:35][N:36]=2)[CH:41]=[N:42]1, predict the reactants needed to synthesize it. The reactants are: CC1(C)C(C)(C)OB([C:9]2[CH:10]=[C:11]([N:15]3[CH2:20][CH2:19][CH2:18][C@@H:17]([NH:21][C:22](=[O:28])[O:23][C:24]([CH3:27])([CH3:26])[CH3:25])[CH2:16]3)[CH:12]=[CH:13][CH:14]=2)O1.Cl[C:31]1[C:39]2[C:34](=[CH:35][N:36]=[C:37]([C:40]3[CH:41]=[N:42][N:43]([CH3:45])[CH:44]=3)[CH:38]=2)[N:33]([CH:46]2[CH2:51][CH2:50][CH2:49][CH2:48][O:47]2)[N:32]=1. (5) The reactants are: C([NH:5][S:6]([CH2:9][O:10][C:11]1[CH:16]=[CH:15][C:14]([CH:17]=[O:18])=[C:13]([Cl:19])[CH:12]=1)(=[O:8])=[O:7])(C)(C)C.Cl. Given the product [Cl:19][C:13]1[CH:12]=[C:11]([CH:16]=[CH:15][C:14]=1[CH:17]=[O:18])[O:10][CH2:9][S:6]([NH2:5])(=[O:8])=[O:7], predict the reactants needed to synthesize it. (6) Given the product [N:34]1[CH:35]=[CH:36][CH:37]=[CH:38][C:33]=1[C:2]1[N:3]=[CH:4][C:5]([NH2:8])=[N:6][CH:7]=1, predict the reactants needed to synthesize it. The reactants are: Br[C:2]1[N:3]=[CH:4][C:5]([NH2:8])=[N:6][CH:7]=1.C1(P(C2C=CC=CC=2)C2C=CC=CC=2)C=CC=CC=1.C([Sn](CCCC)(CCCC)[C:33]1[CH:38]=[CH:37][CH:36]=[CH:35][N:34]=1)CCC. (7) Given the product [Cl:1][C:2]1[CH:7]=[CH:6][C:5]([C:26]2[CH:31]=[CH:30][C:29]([OH:32])=[CH:28][CH:27]=2)=[CH:4][C:3]=1[C:11]([NH:13][CH2:14][C:15]12[CH2:24][CH:19]3[CH2:20][CH:21]([CH2:23][CH:17]([CH2:18]3)[CH2:16]1)[CH2:22]2)=[O:12], predict the reactants needed to synthesize it. The reactants are: [Cl:1][C:2]1[CH:7]=[CH:6][C:5](B(O)O)=[CH:4][C:3]=1[C:11]([NH:13][CH2:14][C:15]12[CH2:24][CH:19]3[CH2:20][CH:21]([CH2:23][CH:17]([CH2:18]3)[CH2:16]1)[CH2:22]2)=[O:12].Br[C:26]1[CH:31]=[CH:30][C:29]([OH:32])=[CH:28][CH:27]=1.C(=O)([O-])[O-].[K+].[K+].O. (8) Given the product [Br:1][C:2]1[CH:3]=[C:4]([CH3:9])[CH:5]=[CH:6][C:7]=1[C:15]1[CH:16]=[CH:17][C:12]([C:11]([F:22])([F:21])[F:10])=[CH:13][CH:14]=1, predict the reactants needed to synthesize it. The reactants are: [Br:1][C:2]1[CH:3]=[C:4]([CH3:9])[CH:5]=[CH:6][C:7]=1I.[F:10][C:11]([F:22])([F:21])[C:12]1[CH:17]=[CH:16][C:15](B(O)O)=[CH:14][CH:13]=1. (9) Given the product [C:1]([N:4]1[CH2:9][CH2:8][C:11]([O:14][CH3:15])([O:16][CH3:17])[CH2:6][CH2:5]1)(=[O:3])[CH3:2], predict the reactants needed to synthesize it. The reactants are: [C:1]([N:4]1[CH2:9][CH2:8]C(=O)[CH2:6][CH2:5]1)(=[O:3])[CH3:2].[CH:11]([O:16][CH3:17])([O:14][CH3:15])OC.